Dataset: Reaction yield outcomes from USPTO patents with 853,638 reactions. Task: Predict the reaction yield, written as a fraction of the theoretical maximum amount of product (1.0 means a 100% yield; for example, 0.34 means a 34% yield). (1) The reactants are [N:1]1([CH:7]2[CH2:12][CH2:11][CH:10]([N:13]3[C:18](=[O:19])[C:17]([CH2:20][C:21]4[CH:26]=[CH:25][C:24]([C:27]5[C:28]([C:33]#[N:34])=[CH:29][CH:30]=[CH:31][CH:32]=5)=[CH:23][CH:22]=4)=[C:16]([CH2:35][CH2:36][CH3:37])[N:15]4[N:38]=[CH:39][N:40]=[C:14]34)[CH2:9][CH2:8]2)[CH2:6][CH2:5][O:4][CH2:3][CH2:2]1.C([Sn](=O)CCCC)CCC.[N:51]([Si](C)(C)C)=[N+:52]=[N-:53].C1(C)C=CC=CC=1. The catalyst is C(OCC)(=O)C. The product is [N:1]1([CH:7]2[CH2:12][CH2:11][CH:10]([N:13]3[C:18](=[O:19])[C:17]([CH2:20][C:21]4[CH:26]=[CH:25][C:24]([C:27]5[CH:32]=[CH:31][CH:30]=[CH:29][C:28]=5[C:33]5[NH:53][N:52]=[N:51][N:34]=5)=[CH:23][CH:22]=4)=[C:16]([CH2:35][CH2:36][CH3:37])[N:15]4[N:38]=[CH:39][N:40]=[C:14]34)[CH2:9][CH2:8]2)[CH2:6][CH2:5][O:4][CH2:3][CH2:2]1. The yield is 0.230. (2) The reactants are [OH:1][CH2:2][C@H:3]1[CH2:8][CH2:7][C@H:6]([N:9]2[C:14](=[O:15])[C:13]([CH2:16][C:17]3[CH:22]=[CH:21][C:20]([C:23]4[C:24]([C:29]#[N:30])=[CH:25][CH:26]=[CH:27][CH:28]=4)=[CH:19][CH:18]=3)=[C:12]([CH2:31][CH2:32][CH3:33])[N:11]3[N:34]=[CH:35][N:36]=[C:10]23)[CH2:5][CH2:4]1.C(N(CC)CC)C.Cl. The catalyst is CS(C)=O. The product is [CH:2]([C@H:3]1[CH2:4][CH2:5][C@H:6]([N:9]2[C:14](=[O:15])[C:13]([CH2:16][C:17]3[CH:22]=[CH:21][C:20]([C:23]4[C:24]([C:29]#[N:30])=[CH:25][CH:26]=[CH:27][CH:28]=4)=[CH:19][CH:18]=3)=[C:12]([CH2:31][CH2:32][CH3:33])[N:11]3[N:34]=[CH:35][N:36]=[C:10]23)[CH2:7][CH2:8]1)=[O:1]. The yield is 0.950. (3) The yield is 0.830. The catalyst is O1CCOCC1.[Zn]. The product is [Br:1][C:2]1[CH:7]=[CH:6][C:5]([N:8]2[CH2:9][CH2:10][N:11]([CH3:14])[CH2:12][CH2:13]2)=[C:4]([CH:3]=1)[NH2:15]. The reactants are [Br:1][C:2]1[CH:7]=[CH:6][C:5]([N:8]2[CH2:13][CH2:12][N:11]([CH3:14])[CH2:10][CH2:9]2)=[C:4]([N+:15]([O-])=O)[CH:3]=1.O.[NH4+].[Cl-]. (4) The reactants are [CH3:1][C:2]1([CH3:33])[CH2:11][C:10]2[C:5](=[CH:6][CH:7]=[C:8]([C:12]([O:14]C)=[O:13])[CH:9]=2)[NH:4][CH:3]1[C:16]1[CH:21]=[CH:20][CH:19]=[C:18]([NH:22][C:23](=[O:32])[CH2:24][CH2:25][C:26]2[CH:31]=[CH:30][CH:29]=[CH:28][CH:27]=2)[CH:17]=1.[OH-].[Na+]. The catalyst is CO.O. The product is [CH3:1][C:2]1([CH3:33])[CH2:11][C:10]2[C:5](=[CH:6][CH:7]=[C:8]([C:12]([OH:14])=[O:13])[CH:9]=2)[NH:4][CH:3]1[C:16]1[CH:21]=[CH:20][CH:19]=[C:18]([NH:22][C:23](=[O:32])[CH2:24][CH2:25][C:26]2[CH:27]=[CH:28][CH:29]=[CH:30][CH:31]=2)[CH:17]=1. The yield is 0.661.